This data is from Catalyst prediction with 721,799 reactions and 888 catalyst types from USPTO. The task is: Predict which catalyst facilitates the given reaction. (1) Reactant: [CH2:1]([N:8]1[CH2:12][CH:11]([C:13]2[CH:18]=[CH:17][C:16]([O:19][CH3:20])=[CH:15][CH:14]=2)[N:10]([CH:21]([CH:25]([CH3:27])[CH3:26])[C:22]([OH:24])=O)[C:9]1=[O:28])[C:2]1[CH:7]=[CH:6][CH:5]=[CH:4][CH:3]=1.C(N(CC)C(C)C)(C)C.Cl.[CH2:39]([O:46][NH2:47])[C:40]1[CH:45]=[CH:44][CH:43]=[CH:42][CH:41]=1.F[P-](F)(F)(F)(F)F.N1(OC(N(C)C)=[N+](C)C)C2N=CC=CC=2N=N1. Product: [CH2:1]([N:8]1[CH2:12][CH:11]([C:13]2[CH:14]=[CH:15][C:16]([O:19][CH3:20])=[CH:17][CH:18]=2)[N:10]([CH:21]([CH:25]([CH3:27])[CH3:26])[C:22]([NH:47][O:46][CH2:39][C:40]2[CH:45]=[CH:44][CH:43]=[CH:42][CH:41]=2)=[O:24])[C:9]1=[O:28])[C:2]1[CH:7]=[CH:6][CH:5]=[CH:4][CH:3]=1. The catalyst class is: 3. (2) Product: [Cl:24][C:21]1[CH:20]=[CH:19][C:18]([C:10]2[N:11]=[C:12]3[CH:17]=[CH:16][CH:15]=[CH:14][N:13]3[C:9]=2[CH2:8][N:5]2[CH:6]=[CH:7][C:2]([NH:28][CH2:26][CH3:27])=[N:3][C:4]2=[O:25])=[CH:23][CH:22]=1. The catalyst class is: 8. Reactant: Cl[C:2]1[CH:7]=[CH:6][N:5]([CH2:8][C:9]2[N:13]3[CH:14]=[CH:15][CH:16]=[CH:17][C:12]3=[N:11][C:10]=2[C:18]2[CH:23]=[CH:22][C:21]([Cl:24])=[CH:20][CH:19]=2)[C:4](=[O:25])[N:3]=1.[CH2:26]([NH2:28])[CH3:27].